This data is from Ames mutagenicity test results for genotoxicity prediction. The task is: Regression/Classification. Given a drug SMILES string, predict its toxicity properties. Task type varies by dataset: regression for continuous values (e.g., LD50, hERG inhibition percentage) or binary classification for toxic/non-toxic outcomes (e.g., AMES mutagenicity, cardiotoxicity, hepatotoxicity). Dataset: ames. (1) The drug is CN(C)c1nc(N(C)C)nc(N(C)C)n1. The result is 0 (non-mutagenic). (2) The drug is Cc1cnc2ccc3c(nc(NC4OC(C(=O)O)C(O)C(O)C4O)n3C)c2n1. The result is 0 (non-mutagenic). (3) The drug is O=[N+]([O-])c1ccc2oc3ccccc3c2c1. The result is 1 (mutagenic). (4) The molecule is CCCCOCCOP(=O)(OCCOCCCC)OCCOCCCC. The result is 0 (non-mutagenic). (5) The molecule is CCCCCCC(C/C=C/CCCCCCCC(=O)OC)OC(C)=O. The result is 0 (non-mutagenic). (6) The compound is c1ccc2c(OCC3CO3)nsc2c1. The result is 1 (mutagenic). (7) The drug is C[N+](C)(C)CC1CO1. The result is 1 (mutagenic). (8) The molecule is CC1CN(/N=C/c2ccc([N+](=O)[O-])o2)C(=O)N1. The result is 1 (mutagenic). (9) The drug is ONc1ccccc1-c1ccccc1. The result is 1 (mutagenic).